From a dataset of Forward reaction prediction with 1.9M reactions from USPTO patents (1976-2016). Predict the product of the given reaction. (1) Given the reactants [N:1]([CH2:4][C@H:5]1[CH2:14][CH2:13][C:12]2[C:7](=[C:8]([C:16]3[CH:21]=[C:20]([Cl:22])[CH:19]=[CH:18][C:17]=3[Cl:23])[CH:9]=[C:10]([F:15])[CH:11]=2)[O:6]1)=[N+]=[N-].C1(P(C2C=CC=CC=2)C2C=CC=CC=2)C=CC=CC=1.CO, predict the reaction product. The product is: [Cl:23][C:17]1[CH:18]=[CH:19][C:20]([Cl:22])=[CH:21][C:16]=1[C:8]1[CH:9]=[C:10]([F:15])[CH:11]=[C:12]2[C:7]=1[O:6][C@@H:5]([CH2:4][NH2:1])[CH:14]=[CH:13]2. (2) The product is: [F:25][C:26]1[CH:33]=[CH:32][C:29]([CH2:30][NH:11][C@H:12]2[CH:20]3[CH:15]4[CH2:16][CH:17]5[CH:19]3[CH:18]5[CH:14]4[C@H:13]2[C:21]([O:23][CH3:24])=[O:22])=[CH:28][CH:27]=1. Given the reactants C(OC([NH:11][C@H:12]1[CH:20]2[CH:15]3[CH2:16][CH:17]4[CH:19]2[CH:18]4[CH:14]3[C@H:13]1[C:21]([O:23][CH3:24])=[O:22])=O)C1C=CC=CC=1.[F:25][C:26]1[CH:33]=[CH:32][C:29]([CH:30]=O)=[CH:28][CH:27]=1.C(O)(=O)C.C([BH3-])#N.[Na+], predict the reaction product. (3) Given the reactants [C:1]([NH:4][C:5]1[CH:14]=[C:13]([C:15]2[CH:20]=[CH:19]N3N=[CH:22][C:23](I)=[C:17]3[N:16]=2)[CH:12]=[CH:11][C:6]=1[C:7]([O:9][CH3:10])=[O:8])(=[O:3])[CH3:2].[C:25]([C:27]1[CH:32]=[CH:31]C(B(O)O)=[CH:29][CH:28]=1)#[N:26].[O-]P([O-])([O-])=O.[K+].[K+].[K+].O, predict the reaction product. The product is: [C:1]([NH:4][C:5]1[CH:14]=[C:13](/[C:15](=[N:16]/[CH:17]=[CH:23][C:22]2[CH:31]=[CH:32][C:27]([C:25]#[N:26])=[CH:28][CH:29]=2)/[CH:20]=[CH2:19])[CH:12]=[CH:11][C:6]=1[C:7]([O:9][CH3:10])=[O:8])(=[O:3])[CH3:2]. (4) Given the reactants B.C1COCC1.[Br:7][CH2:8][C:9]([C:11]1[CH:22]=[CH:21][C:14]2[O:15][C:16]([CH3:20])([CH3:19])[O:17][CH2:18][C:13]=2[CH:12]=1)=[O:10].CO, predict the reaction product. The product is: [Br:7][CH2:8][CH:9]([C:11]1[CH:22]=[CH:21][C:14]2[O:15][C:16]([CH3:19])([CH3:20])[O:17][CH2:18][C:13]=2[CH:12]=1)[OH:10]. (5) Given the reactants COC([NH:5][NH:6][CH:7]([C:9]1[CH:10]=[C:11]2[C:16](=[CH:17][CH:18]=1)[N:15]=[C:14]([CH3:19])[CH:13]=[CH:12]2)[CH3:8])=O.[S:20](Cl)(Cl)=O, predict the reaction product. The product is: [CH3:19][C:14]1[CH:13]=[CH:12][C:11]2[C:16](=[CH:17][CH:18]=[C:9]([C:7]3[N:6]=[N:5][S:20][CH:8]=3)[CH:10]=2)[N:15]=1. (6) The product is: [CH:39]1([NH:44][C:32](=[O:33])[C:31]2[CH:35]=[CH:36][CH:37]=[CH:38][C:30]=2[S:27]([CH2:26][C:16]2[C:17]3[CH2:18][CH2:19][CH2:20][C:21](=[O:25])[C:22]=3[CH:23]=[CH:24][C:15]=2[O:14][C@@H:7]([C:8]2[CH:13]=[CH:12][CH:11]=[CH:10][CH:9]=2)[CH2:6][N:1]2[CH:5]=[CH:4][N:3]=[CH:2]2)(=[O:29])=[O:28])[CH2:43][CH2:42][CH2:41][CH2:40]1. Given the reactants [N:1]1([CH2:6][C@@H:7]([O:14][C:15]2[CH:24]=[CH:23][C:22]3[C:21](=[O:25])[CH2:20][CH2:19][CH2:18][C:17]=3[C:16]=2[CH2:26][S:27]([C:30]2[CH:38]=[CH:37][CH:36]=[CH:35][C:31]=2[C:32](O)=[O:33])(=[O:29])=[O:28])[C:8]2[CH:13]=[CH:12][CH:11]=[CH:10][CH:9]=2)[CH:5]=[CH:4][N:3]=[CH:2]1.[CH:39]1([NH2:44])[CH2:43][CH2:42][CH2:41][CH2:40]1, predict the reaction product.